Dataset: Forward reaction prediction with 1.9M reactions from USPTO patents (1976-2016). Task: Predict the product of the given reaction. (1) Given the reactants [Cl:1][C:2]1[N:7]=[C:6]2[NH:8][N:9]=[CH:10][C:5]2=[C:4]([N:11]2[CH2:16][CH2:15][O:14][CH2:13][CH2:12]2)[N:3]=1.O.C1(C)C=CC(S(O)(=O)=O)=CC=1.[O:29]1[CH:34]=[CH:33][CH2:32][CH2:31][CH2:30]1, predict the reaction product. The product is: [Cl:1][C:2]1[N:7]=[C:6]2[N:8]([CH:30]3[CH2:31][CH2:32][CH2:33][CH2:34][O:29]3)[N:9]=[CH:10][C:5]2=[C:4]([N:11]2[CH2:12][CH2:13][O:14][CH2:15][CH2:16]2)[N:3]=1. (2) Given the reactants [Cl-].[Cl-].[Cl-].[Al+3].[Br:5][C:6]1[CH:7]=[C:8]2[CH:14]=[CH:13][NH:12][C:9]2=[N:10][CH:11]=1.[F:15][C:16]1[C:24]([NH:25][S:26]([CH2:29][CH2:30][CH3:31])(=[O:28])=[O:27])=[CH:23][CH:22]=[C:21]([F:32])[C:17]=1[C:18](Cl)=[O:19].O, predict the reaction product. The product is: [Br:5][C:6]1[CH:7]=[C:8]2[C:14]([C:18]([C:17]3[C:16]([F:15])=[C:24]([NH:25][S:26]([CH2:29][CH2:30][CH3:31])(=[O:28])=[O:27])[CH:23]=[CH:22][C:21]=3[F:32])=[O:19])=[CH:13][NH:12][C:9]2=[N:10][CH:11]=1. (3) The product is: [OH:3][C@@H:4]1[CH2:21][CH2:20][C@@:19]2([CH3:22])[CH:6]([C:7](=[O:24])[CH2:8][C@@H:9]3[C@@H:18]2[CH2:17][CH2:16][C@@:14]2([CH3:15])[C@H:10]3[CH2:11][CH2:12][C:13]2=[O:23])[CH2:5]1. Given the reactants C([O:3][C@@H:4]1[CH2:21][CH2:20][C@@:19]2([CH3:22])[CH:6]([C:7](=[O:24])[CH2:8][C@@H:9]3[C@@H:18]2[CH2:17][CH2:16][C@@:14]2([CH3:15])[C@H:10]3[CH2:11][CH2:12][C:13]2=[O:23])[CH2:5]1)=O.C([O-])([O-])=O.[K+].[K+].Cl, predict the reaction product. (4) Given the reactants [Br:1][C:2]1[C:14](=[O:15])[N:13]([CH:16]2[CH2:20][CH2:19][CH2:18][CH2:17]2)[C:5]2[N:6]=[C:7](S(C)=O)[N:8]=[CH:9][C:4]=2[C:3]=1[CH3:21].[NH2:22][C:23]1[CH:28]=[CH:27][CH:26]=[CH:25][N:24]=1, predict the reaction product. The product is: [Br:1][C:2]1[C:14](=[O:15])[N:13]([CH:16]2[CH2:20][CH2:19][CH2:18][CH2:17]2)[C:5]2[N:6]=[C:7]([NH:22][C:23]3[CH:28]=[CH:27][CH:26]=[CH:25][N:24]=3)[N:8]=[CH:9][C:4]=2[C:3]=1[CH3:21]. (5) Given the reactants [NH2:1][C:2]1[S:3][CH:4]=[C:5]([C:7]2[C:8]([F:28])=[C:9]([N:13]([CH2:25][O:26][CH3:27])[S:14]([C:17]3[CH:22]=[C:21]([F:23])[CH:20]=[CH:19][C:18]=3[F:24])(=[O:16])=[O:15])[CH:10]=[CH:11][CH:12]=2)[N:6]=1.[Br:29]N1C(=O)CCC1=O, predict the reaction product. The product is: [NH2:1][C:2]1[S:3][C:4]([Br:29])=[C:5]([C:7]2[C:8]([F:28])=[C:9]([N:13]([CH2:25][O:26][CH3:27])[S:14]([C:17]3[CH:22]=[C:21]([F:23])[CH:20]=[CH:19][C:18]=3[F:24])(=[O:16])=[O:15])[CH:10]=[CH:11][CH:12]=2)[N:6]=1. (6) Given the reactants [O:1]=[C:2]1[CH:7]=[C:6]([O:8][CH:9]2[CH2:14][CH2:13][N:12](C(OC(C)(C)C)=O)[CH2:11][CH2:10]2)[CH:5]=[CH:4][N:3]1[C:22]1[CH:23]=[N:24][CH:25]=[CH:26][CH:27]=1.[ClH:28], predict the reaction product. The product is: [ClH:28].[NH:12]1[CH2:11][CH2:10][CH:9]([O:8][C:6]2[CH:5]=[CH:4][N:3]([C:22]3[CH:23]=[N:24][CH:25]=[CH:26][CH:27]=3)[C:2](=[O:1])[CH:7]=2)[CH2:14][CH2:13]1. (7) Given the reactants C(NC1C=CC(C2C=C3C(CN([C@@H](C(C)C)C(O)=O)C3=O)=CC=2)=CC=1)(=O)C1C=CC=CC=1.[CH3:33][CH:34]([CH3:72])[C@H:35]([N:40]1[CH2:48][C:47]2[C:42](=[CH:43][C:44]([C:49]3[CH:54]=[CH:53][C:52]([NH:55][C:56](=[O:70])[C:57]4[CH:62]=[CH:61][CH:60]=[C:59]([O:63][C:64]5[CH:69]=[CH:68][CH:67]=[CH:66][CH:65]=5)[CH:58]=4)=[CH:51][CH:50]=3)=[CH:45][CH:46]=2)[C:41]1=[O:71])[C:36]([O:38]C)=[O:37], predict the reaction product. The product is: [CH3:33][CH:34]([CH3:72])[C@H:35]([N:40]1[CH2:48][C:47]2[C:42](=[CH:43][C:44]([C:49]3[CH:50]=[CH:51][C:52]([NH:55][C:56](=[O:70])[C:57]4[CH:62]=[CH:61][CH:60]=[C:59]([O:63][C:64]5[CH:69]=[CH:68][CH:67]=[CH:66][CH:65]=5)[CH:58]=4)=[CH:53][CH:54]=3)=[CH:45][CH:46]=2)[C:41]1=[O:71])[C:36]([OH:38])=[O:37]. (8) Given the reactants [F:1][C:2]1[CH:7]=[CH:6][C:5]([CH2:8][C:9]2[CH:18]=[C:17]3[C:12]([C:13]([OH:34])=[C:14]([C:29](OCC)=[O:30])[C:15](=[O:28])[N:16]3[CH2:19][CH2:20][N:21]3[CH2:26][CH2:25][CH2:24][CH2:23][C:22]3=[O:27])=[N:11][CH:10]=2)=[CH:4][CH:3]=1.[NH2:35][C@@H:36]([CH3:45])[CH2:37][C:38]([O:40][C:41]([CH3:44])([CH3:43])[CH3:42])=[O:39], predict the reaction product. The product is: [F:1][C:2]1[CH:7]=[CH:6][C:5]([CH2:8][C:9]2[CH:18]=[C:17]3[C:12]([C:13]([OH:34])=[C:14]([C:29]([NH:35][C@@H:36]([CH3:45])[CH2:37][C:38]([O:40][C:41]([CH3:44])([CH3:43])[CH3:42])=[O:39])=[O:30])[C:15](=[O:28])[N:16]3[CH2:19][CH2:20][N:21]3[CH2:26][CH2:25][CH2:24][CH2:23][C:22]3=[O:27])=[N:11][CH:10]=2)=[CH:4][CH:3]=1. (9) Given the reactants Br[C:2]1[CH:3]=[C:4]([CH:7]=[CH:8][C:9]=1[O:10][CH3:11])[C:5]#[N:6].[B:12]1([B:12]2[O:16][C:15]([CH3:18])([CH3:17])[C:14]([CH3:20])([CH3:19])[O:13]2)[O:16][C:15]([CH3:18])([CH3:17])[C:14]([CH3:20])([CH3:19])[O:13]1.C([O-])(=O)C.[K+], predict the reaction product. The product is: [CH3:11][O:10][C:9]1[CH:8]=[CH:7][C:4]([C:5]#[N:6])=[CH:3][C:2]=1[B:12]1[O:16][C:15]([CH3:18])([CH3:17])[C:14]([CH3:20])([CH3:19])[O:13]1. (10) Given the reactants Br[C:2]1[CH:7]=[CH:6][C:5]([O:8][CH2:9][O:10][CH3:11])=[CH:4][C:3]=1[CH3:12].[B:13]1([B:13]2[O:17][C:16]([CH3:19])([CH3:18])[C:15]([CH3:21])([CH3:20])[O:14]2)[O:17][C:16]([CH3:19])([CH3:18])[C:15]([CH3:21])([CH3:20])[O:14]1.C(Cl)Cl.CC([O-])=O.[K+], predict the reaction product. The product is: [CH3:11][O:10][CH2:9][O:8][C:5]1[CH:6]=[CH:7][C:2]([B:13]2[O:17][C:16]([CH3:19])([CH3:18])[C:15]([CH3:21])([CH3:20])[O:14]2)=[C:3]([CH3:12])[CH:4]=1.